Dataset: Full USPTO retrosynthesis dataset with 1.9M reactions from patents (1976-2016). Task: Predict the reactants needed to synthesize the given product. (1) Given the product [CH3:21][C:20]1[NH:17][C:6](=[O:8])[C:5]2[C:4](=[CH:12][CH:11]=[CH:10][CH:9]=2)[N:19]=1, predict the reactants needed to synthesize it. The reactants are: CN1C[C:6](=[O:8])[C:5]2[CH:9]=[CH:10][CH:11]=[CH:12][C:4]=2O1.C([O-])(=O)C.[NH4+:17].C[N:19](C)[C:20](=O)[CH3:21]. (2) Given the product [Cl:3][C:4]1[CH:12]=[C:11]2[C:7]([C:8]([NH:13][C:14](=[O:22])[CH:15]=[CH:16][C:17]([OH:19])=[O:18])=[N:9][NH:10]2)=[CH:6][CH:5]=1, predict the reactants needed to synthesize it. The reactants are: [OH-].[Na+].[Cl:3][C:4]1[CH:12]=[C:11]2[C:7]([C:8]([NH:13][C:14](=[O:22])/[CH:15]=[CH:16]/[C:17]([O:19]CC)=[O:18])=[N:9][NH:10]2)=[CH:6][CH:5]=1.Cl.C(OCC)(=O)C. (3) Given the product [N:36]1[N:37]=[C:38]([S:41]([CH2:43][C:44]2[CH:53]=[CH:52][C:47]([C:48]([OH:50])=[O:49])=[CH:46][CH:45]=2)=[O:42])[NH:39][CH:40]=1.[N:54]1[N:55]=[C:56]([S:59]([CH2:62][C:63]2[CH:72]=[CH:71][C:66]([C:67]([OH:69])=[O:68])=[CH:65][CH:64]=2)(=[O:61])=[O:60])[NH:57][CH:58]=1, predict the reactants needed to synthesize it. The reactants are: BrCC1C=CC(C(OC)=O)=CC=1.N1N=C(S)NC=1.N1N=C(SCC2C=CC(C(OC)=O)=CC=2)NC=1.[N:36]1[N:37]=[C:38]([S:41]([CH2:43][C:44]2[CH:53]=[CH:52][C:47]([C:48]([O:50]C)=[O:49])=[CH:46][CH:45]=2)=[O:42])[NH:39][CH:40]=1.[N:54]1[N:55]=[C:56]([S:59]([CH2:62][C:63]2[CH:72]=[CH:71][C:66]([C:67]([O:69]C)=[O:68])=[CH:65][CH:64]=2)(=[O:61])=[O:60])[NH:57][CH:58]=1. (4) Given the product [Cl:1][C:2]1[C:3]([Cl:13])=[CH:4][C:5]2[O:10][CH2:9][C:8](=[O:11])[N:7]([CH2:15][C:16]([O:18][CH2:19][CH3:20])=[O:17])[C:6]=2[CH:12]=1, predict the reactants needed to synthesize it. The reactants are: [Cl:1][C:2]1[C:3]([Cl:13])=[CH:4][C:5]2[O:10][CH2:9][C:8](=[O:11])[NH:7][C:6]=2[CH:12]=1.Br[CH2:15][C:16]([O:18][CH2:19][CH3:20])=[O:17].FC(F)(F)C(O)=O.Cl. (5) Given the product [Cl:25][C:26]1[CH:27]=[N:28][C:29]2[C:34]([C:35]=1[CH2:36][CH2:37][CH2:38][C:39]1([C:54]([NH2:4])=[O:56])[CH2:44][CH2:43][N:42]([CH2:45][CH2:46][CH2:47][C:48]3[CH:53]=[CH:52][CH:51]=[CH:50][CH:49]=3)[CH2:41][CH2:40]1)=[CH:33][C:32]([O:57][CH3:58])=[CH:31][CH:30]=2, predict the reactants needed to synthesize it. The reactants are: N.O.O[N:4]1C2C=CC=CC=2N=N1.Cl.CN(C)CCCN=C=NCC.[Cl:25][C:26]1[CH:27]=[N:28][C:29]2[C:34]([C:35]=1[CH2:36][CH2:37][CH2:38][C:39]1([C:54]([OH:56])=O)[CH2:44][CH2:43][N:42]([CH2:45][CH2:46][CH2:47][C:48]3[CH:53]=[CH:52][CH:51]=[CH:50][CH:49]=3)[CH2:41][CH2:40]1)=[CH:33][C:32]([O:57][CH3:58])=[CH:31][CH:30]=2.[Na]. (6) Given the product [CH2:22]([O:29][C:30]1[CH:31]=[CH:32][C:33]([C@@H:41]([OH:44])[CH2:42][Br:43])=[C:34]2[C:39]=1[NH:38][C:37](=[O:40])[CH:36]=[CH:35]2)[C:23]1[CH:24]=[CH:25][CH:26]=[CH:27][CH:28]=1, predict the reactants needed to synthesize it. The reactants are: CB1N2CCC[C@@H]2C(C2C=CC=CC=2)(C2C=CC=CC=2)O1.[CH2:22]([O:29][C:30]1[CH:31]=[CH:32][C:33]([C:41](=[O:44])[CH2:42][Br:43])=[C:34]2[C:39]=1[NH:38][C:37](=[O:40])[CH:36]=[CH:35]2)[C:23]1[CH:28]=[CH:27][CH:26]=[CH:25][CH:24]=1. (7) Given the product [CH2:39]([O:38][C:36]([N:10]([CH2:11][CH:12]1[CH2:15][N:14]([C:16]([O:18][C:19]([CH3:22])([CH3:21])[CH3:20])=[O:17])[CH2:13]1)[C@@H:8]1[CH2:9][C@H:7]1[C:1]1[CH:6]=[CH:5][CH:4]=[CH:3][CH:2]=1)=[O:37])[CH:40]=[CH2:41], predict the reactants needed to synthesize it. The reactants are: [C:1]1([C@@H:7]2[CH2:9][C@H:8]2[NH:10][CH2:11][CH:12]2[CH2:15][N:14]([C:16]([O:18][C:19]([CH3:22])([CH3:21])[CH3:20])=[O:17])[CH2:13]2)[CH:6]=[CH:5][CH:4]=[CH:3][CH:2]=1.C(Cl)Cl.CCN(C(C)C)C(C)C.Cl[C:36]([O:38][CH2:39][CH:40]=[CH2:41])=[O:37]. (8) The reactants are: [CH2:1]([O:3][C:4]([N:6]1[C:15]2[C:10](=[CH:11][C:12]([C:16]([F:19])([F:18])[F:17])=[CH:13][CH:14]=2)[C@@H:9]([NH2:20])[CH2:8][C@H:7]1[CH2:21][CH3:22])=[O:5])[CH3:2].[F:23][C:24]([F:38])([F:37])[C:25]1[CH:26]=[C:27]([CH:30]=[C:31]([C:33]([F:36])([F:35])[F:34])[CH:32]=1)[CH:28]=O.C(O)(=O)C.[BH-](OC(C)=O)(OC(C)=O)OC(C)=O.[Na+]. Given the product [F:23][C:24]([F:37])([F:38])[C:25]1[CH:26]=[C:27]([CH:30]=[C:31]([C:33]([F:36])([F:34])[F:35])[CH:32]=1)[CH2:28][NH:20][C@@H:9]1[C:10]2[C:15](=[CH:14][CH:13]=[C:12]([C:16]([F:17])([F:18])[F:19])[CH:11]=2)[N:6]([C:4]([O:3][CH2:1][CH3:2])=[O:5])[C@H:7]([CH2:21][CH3:22])[CH2:8]1, predict the reactants needed to synthesize it.